This data is from TCR-epitope binding with 47,182 pairs between 192 epitopes and 23,139 TCRs. The task is: Binary Classification. Given a T-cell receptor sequence (or CDR3 region) and an epitope sequence, predict whether binding occurs between them. (1) The epitope is HTTDPSFLGRY. The TCR CDR3 sequence is CASSLTGEDQPQHF. Result: 1 (the TCR binds to the epitope). (2) The epitope is RLRPGGKKR. The TCR CDR3 sequence is CASSLPSGGTNNEQFF. Result: 0 (the TCR does not bind to the epitope).